This data is from Forward reaction prediction with 1.9M reactions from USPTO patents (1976-2016). The task is: Predict the product of the given reaction. Given the reactants [Br:1][C:2]1[CH:21]=[CH:20][C:5]([NH:6][C:7]2[C:16]3[C:11](=[CH:12][C:13]([OH:19])=[C:14]([O:17][CH3:18])[CH:15]=3)[N:10]=[CH:9][N:8]=2)=[C:4]([F:22])[CH:3]=1.O[CH2:24][CH2:25][CH2:26][N:27]1[CH2:31][CH2:30][CH2:29][C:28]1=[O:32].C1(P(C2C=CC=CC=2)C2C=CC=CC=2)C=CC=CC=1.N(C(OCC)=O)=NC(OCC)=O.C(Cl)[Cl:65], predict the reaction product. The product is: [ClH:65].[Br:1][C:2]1[CH:21]=[CH:20][C:5]([NH:6][C:7]2[C:16]3[C:11](=[CH:12][C:13]([O:19][CH2:24][CH2:25][CH2:26][N:27]4[CH2:31][CH2:30][CH2:29][C:28]4=[O:32])=[C:14]([O:17][CH3:18])[CH:15]=3)[N:10]=[CH:9][N:8]=2)=[C:4]([F:22])[CH:3]=1.